From a dataset of Reaction yield outcomes from USPTO patents with 853,638 reactions. Predict the reaction yield, written as a fraction of the theoretical maximum amount of product (1.0 means a 100% yield; for example, 0.34 means a 34% yield). (1) The reactants are Cl.[C:2](=[NH:7])([NH2:6])[CH2:3][CH2:4][CH3:5].C[O-].[Na+].[C:11]([C:13]1[CH:18]=[CH:17][CH:16]=[CH:15][C:14]=1[C:19]1[CH:24]=[CH:23][C:22]([CH2:25][CH:26]([C:31](=O)[CH2:32][CH2:33][CH2:34][CH3:35])[C:27](OC)=[O:28])=[CH:21][CH:20]=1)#[N:12]. The catalyst is CO. The product is [CH2:32]([C:31]1[N:7]=[C:2]([CH2:3][CH2:4][CH3:5])[NH:6][C:27](=[O:28])[C:26]=1[CH2:25][C:22]1[CH:21]=[CH:20][C:19]([C:14]2[C:13]([C:11]#[N:12])=[CH:18][CH:17]=[CH:16][CH:15]=2)=[CH:24][CH:23]=1)[CH2:33][CH2:34][CH3:35]. The yield is 0.820. (2) The reactants are Cl[C:2]1[CH:7]=[CH:6][N:5]=[C:4]([C:8]([O:10][CH3:11])=[O:9])[CH:3]=1.Cl.[O:13]1[CH2:18][CH2:17][CH:16]([NH2:19])[CH2:15][CH2:14]1.C([O-])([O-])=O.[Cs+].[Cs+].CC(C1C=C(C(C)C)C(C2C=CC=CC=2P(C2CCCCC2)C2CCCCC2)=C(C(C)C)C=1)C. The catalyst is C1(C)C=CC=CC=1.C1C=CC(/C=C/C(/C=C/C2C=CC=CC=2)=O)=CC=1.C1C=CC(/C=C/C(/C=C/C2C=CC=CC=2)=O)=CC=1.C1C=CC(/C=C/C(/C=C/C2C=CC=CC=2)=O)=CC=1.[Pd].[Pd]. The product is [O:13]1[CH2:18][CH2:17][CH:16]([NH:19][C:2]2[CH:7]=[CH:6][N:5]=[C:4]([C:8]([O:10][CH3:11])=[O:9])[CH:3]=2)[CH2:15][CH2:14]1. The yield is 0.362. (3) The reactants are [Cl:1][C:2]1[C:3]([C:28](O)=[O:29])=[N:4][N:5]([C:14]2[CH:19]=[C:18]([C:20]([CH3:23])([CH3:22])[CH3:21])[N:17]=[C:16]([C:24]([CH3:27])([CH3:26])[CH3:25])[CH:15]=2)[C:6]=1[CH2:7][CH:8]1[CH2:13][CH2:12][CH2:11][CH2:10][CH2:9]1.CN(C(ON1N=NC2C=CC=NC1=2)=[N+](C)C)C.F[P-](F)(F)(F)(F)F.CCN(C(C)C)C(C)C.[CH3:64][C:65]1([CH2:69][NH2:70])[CH2:68][O:67][CH2:66]1. The catalyst is CN(C=O)C.O.CC(=O)OCC. The product is [Cl:1][C:2]1[C:3]([C:28]([NH:70][CH2:69][C:65]2([CH3:64])[CH2:68][O:67][CH2:66]2)=[O:29])=[N:4][N:5]([C:14]2[CH:15]=[C:16]([C:24]([CH3:25])([CH3:26])[CH3:27])[N:17]=[C:18]([C:20]([CH3:22])([CH3:23])[CH3:21])[CH:19]=2)[C:6]=1[CH2:7][CH:8]1[CH2:13][CH2:12][CH2:11][CH2:10][CH2:9]1. The yield is 0.420. (4) The reactants are [C:1]1([CH:7]2[S:12][CH2:11][CH2:10][CH2:9][S:8]2)[CH:6]=[CH:5][CH:4]=[CH:3][CH:2]=1.C([Li])CCC.[CH3:18][N:19]1[C:24]2[CH:25]=[CH:26][C:27]([CH:29]=[O:30])=[CH:28][C:23]=2[O:22][CH2:21][CH2:20]1.[Cl-].[NH4+]. The catalyst is O1CCCC1.C(OCC)(=O)C.CCCCCCC. The product is [CH3:18][N:19]1[C:24]2[CH:25]=[CH:26][C:27]([CH:29]([C:7]3([C:1]4[CH:2]=[CH:3][CH:4]=[CH:5][CH:6]=4)[S:8][CH2:9][CH2:10][CH2:11][S:12]3)[OH:30])=[CH:28][C:23]=2[O:22][CH2:21][CH2:20]1. The yield is 0.140. (5) The reactants are [C:1]([O:4][CH2:5][C:6]1[N:10]([CH3:11])[C:9]2[CH:12]=[C:13]([Br:17])[CH:14]=[C:15]([NH2:16])[C:8]=2[N:7]=1)(=[O:3])[CH3:2].[CH3:18][C:19]1[CH:26]=[CH:25][CH:24]=[C:23]([CH3:27])[C:20]=1[CH2:21]Cl.C(=O)([O-])[O-].[K+].[K+].[I-].[K+]. The catalyst is C(#N)C.O. The product is [C:1]([O:4][CH2:5][C:6]1[N:10]([CH3:11])[C:9]2[CH:12]=[C:13]([Br:17])[CH:14]=[C:15]([NH:16][CH2:21][C:20]3[C:23]([CH3:27])=[CH:24][CH:25]=[CH:26][C:19]=3[CH3:18])[C:8]=2[N:7]=1)(=[O:3])[CH3:2]. The yield is 0.420.